Dataset: Reaction yield outcomes from USPTO patents with 853,638 reactions. Task: Predict the reaction yield, written as a fraction of the theoretical maximum amount of product (1.0 means a 100% yield; for example, 0.34 means a 34% yield). (1) The reactants are [Cl:1][C:2]1[CH:3]=[C:4]([CH:9]2[CH:13]([CH:14]([O:16][C:17]3[CH:22]=[CH:21][C:20]([C:23]([F:26])([F:25])[F:24])=[CH:19][CH:18]=3)[CH3:15])[CH2:12][N:11]([C:27](Cl)=[O:28])[CH2:10]2)[CH:5]=[CH:6][C:7]=1[Cl:8].CCN(CC)CC.[CH3:37][N:38]([CH3:47])[CH2:39][CH2:40][N:41]1[CH2:46][CH2:45][NH:44][CH2:43][CH2:42]1. The catalyst is C(Cl)Cl. The product is [Cl:1][C:2]1[CH:3]=[C:4]([CH:9]2[CH:13]([CH:14]([O:16][C:17]3[CH:22]=[CH:21][C:20]([C:23]([F:26])([F:24])[F:25])=[CH:19][CH:18]=3)[CH3:15])[CH2:12][N:11]([C:27]([N:44]3[CH2:45][CH2:46][N:41]([CH2:40][CH2:39][N:38]([CH3:47])[CH3:37])[CH2:42][CH2:43]3)=[O:28])[CH2:10]2)[CH:5]=[CH:6][C:7]=1[Cl:8]. The yield is 0.630. (2) The reactants are [Cl:1][C:2]1[CH:7]=[CH:6][CH:5]=[CH:4][C:3]=1[CH:8]=O.[CH3:10][CH2:11]C(=O)CC.B(F)(F)F.CCOCC.O. The catalyst is CCCCCC. The product is [Cl:1][C:2]1[CH:7]=[CH:6][CH:5]=[CH:4][C:3]=1/[CH:8]=[CH:10]/[CH3:11]. The yield is 0.580. (3) The reactants are [C:1]1([C:11]2[CH:20]=[C:14]3[NH:15][CH:16]=[CH:17][C:18](=O)[N:13]3[N:12]=2)[C:10]2[C:5](=[CH:6][CH:7]=[CH:8][CH:9]=2)[CH:4]=[CH:3][CH:2]=1.P(Cl)(Cl)([Cl:23])=O. No catalyst specified. The product is [Cl:23][C:18]1[N:13]2[N:12]=[C:11]([C:1]3[C:10]4[C:5](=[CH:6][CH:7]=[CH:8][CH:9]=4)[CH:4]=[CH:3][CH:2]=3)[CH:20]=[C:14]2[N:15]=[CH:16][CH:17]=1. The yield is 1.00. (4) The reactants are [NH2:1][C:2]1[N:3]=[C:4]2[CH:9]=[CH:8][C:7]([O:10][C:11]3[CH:12]=[C:13]([NH:17][C:18](=[O:29])[C:19]4[CH:24]=[CH:23][CH:22]=[C:21]([C:25]([F:28])([F:27])[F:26])[CH:20]=4)[CH:14]=[CH:15][CH:16]=3)=[N:6][N:5]2[CH:30]=1.[CH3:31][C:32]([CH3:37])([CH3:36])[C:33](Cl)=[O:34].C(=O)([O-])O.[Na+]. The catalyst is N1C=CC=CC=1. The product is [CH3:31][C:32]([CH3:37])([CH3:36])[C:33]([NH:1][C:2]1[N:3]=[C:4]2[CH:9]=[CH:8][C:7]([O:10][C:11]3[CH:12]=[C:13]([NH:17][C:18](=[O:29])[C:19]4[CH:24]=[CH:23][CH:22]=[C:21]([C:25]([F:28])([F:27])[F:26])[CH:20]=4)[CH:14]=[CH:15][CH:16]=3)=[N:6][N:5]2[CH:30]=1)=[O:34]. The yield is 0.500.